Dataset: Full USPTO retrosynthesis dataset with 1.9M reactions from patents (1976-2016). Task: Predict the reactants needed to synthesize the given product. (1) The reactants are: [N:1]1[CH:6]=[CH:5][CH:4]=[CH:3][C:2]=1[CH2:7][CH2:8][NH:9][C:10](=[O:16])[O:11][C:12]([CH3:15])([CH3:14])[CH3:13].ClC1C=CC=C(C(OO)=[O:25])C=1. Given the product [N:1]1[CH:6]=[CH:5][CH:4]=[CH:3][C:2]=1[CH2:7][CH2:8][NH+:9]([O-:25])[C:10](=[O:16])[O:11][C:12]([CH3:13])([CH3:15])[CH3:14], predict the reactants needed to synthesize it. (2) Given the product [F:1][C:2]1[CH:3]=[C:4]([C:5]2[O:6][CH:12]=[CH:13][N:7]=2)[CH:8]=[CH:9][C:10]=1[CH3:11], predict the reactants needed to synthesize it. The reactants are: [F:1][C:2]1[CH:3]=[C:4]([CH:8]=[CH:9][C:10]=1[CH3:11])[C:5]([NH2:7])=[O:6].[CH2:12](OC(OCC)CBr)[CH3:13]. (3) Given the product [CH2:17]([O:14][C:12]1[CH:11]=[CH:10][C:8]2[CH:9]=[C:5]([C:3]#[N:4])[S:6][C:7]=2[CH:13]=1)[CH:16]=[CH2:15], predict the reactants needed to synthesize it. The reactants are: [H-].[Na+].[C:3]([C:5]1[S:6][C:7]2[CH:13]=[C:12]([OH:14])[CH:11]=[CH:10][C:8]=2[CH:9]=1)#[N:4].[CH2:15](Br)[CH:16]=[CH2:17].O. (4) Given the product [OH:8][C:7]1[CH:6]=[N:5][N:4]([CH:9]2[CH2:14][CH2:13][CH2:12][CH2:11][O:10]2)[C:3](=[O:15])[CH:2]=1, predict the reactants needed to synthesize it. The reactants are: Cl[C:2]1[C:3](=[O:15])[N:4]([CH:9]2[CH2:14][CH2:13][CH2:12][CH2:11][O:10]2)[N:5]=[CH:6][C:7]=1[OH:8].C(N(CC)CC)C. (5) Given the product [CH3:11][O:12][C:13]1[CH:18]=[CH:17][CH:16]=[C:15]([O:19][CH3:20])[C:14]=1/[CH:21]=[CH:22]/[CH:23]=[O:28], predict the reactants needed to synthesize it. The reactants are: [H-].C([Al+]CC(C)C)C(C)C.[CH3:11][O:12][C:13]1[CH:18]=[CH:17][CH:16]=[C:15]([O:19][CH3:20])[C:14]=1/[CH:21]=[CH:22]/[C:23]#N.CO.S(=O)(=O)(O)[OH:28]. (6) Given the product [C:3]([C:7]1[CH:12]=[CH:11][CH:10]=[CH:9][C:8]=1[N:13]1[CH2:18][CH2:17][N:16]([C:25]([C:23]2[O:22][N:21]=[C:20]([O:19][CH2:57][C:58]([O:60][C:61]([CH3:64])([CH3:63])[CH3:62])=[O:59])[CH:24]=2)=[O:27])[CH2:15][CH2:14]1)([CH3:6])([CH3:4])[CH3:5], predict the reactants needed to synthesize it. The reactants are: Cl.Cl.[C:3]([C:7]1[CH:12]=[CH:11][CH:10]=[CH:9][C:8]=1[N:13]1[CH2:18][CH2:17][NH:16][CH2:15][CH2:14]1)([CH3:6])([CH3:5])[CH3:4].[OH:19][C:20]1[CH:24]=[C:23]([C:25]([OH:27])=O)[O:22][N:21]=1.C(N(CC)CC)C.CCN=C=NCCCN(C)C.C1C=CC2N(O)N=NC=2C=1.Br[CH2:57][C:58]([O:60][C:61]([CH3:64])([CH3:63])[CH3:62])=[O:59].C(=O)([O-])[O-].[K+].[K+]. (7) Given the product [F:9][C:10]1[CH:19]=[CH:18][CH:17]=[C:16]2[C:11]=1[C:12]([NH:20][C:21]1[CH:22]=[C:23]3[C:27](=[CH:28][CH:29]=1)[N:26]([CH2:3][C:4]1[N:5]=[CH:6][S:7][CH:8]=1)[N:25]=[CH:24]3)=[N:13][CH:14]=[N:15]2, predict the reactants needed to synthesize it. The reactants are: Cl.Cl[CH2:3][C:4]1[N:5]=[CH:6][S:7][CH:8]=1.[F:9][C:10]1[CH:19]=[CH:18][CH:17]=[C:16]2[C:11]=1[C:12]([NH:20][C:21]1[CH:22]=[C:23]3[C:27](=[CH:28][CH:29]=1)[NH:26][N:25]=[CH:24]3)=[N:13][CH:14]=[N:15]2. (8) Given the product [Cl:1][C:2]1[CH:7]=[C:6]([Cl:8])[CH:5]=[CH:4][C:3]=1[C:9]1[CH:14]=[CH:13][C:12]([C@@H:15]([OH:21])[CH2:16][CH2:17][CH2:18][CH2:19][CH2:20][OH:28])=[CH:11][CH:10]=1, predict the reactants needed to synthesize it. The reactants are: [Cl:1][C:2]1[CH:7]=[C:6]([Cl:8])[CH:5]=[CH:4][C:3]=1[C:9]1[CH:14]=[CH:13][C:12]([C@@H:15]([OH:21])[CH2:16][CH2:17][CH2:18][CH:19]=[CH2:20])=[CH:11][CH:10]=1.B(F)(F)F.CC[O:28]CC.[OH-].[Na+].OO.C([O-])([O-])=O.[K+].[K+].